Dataset: Cav3 T-type calcium channel HTS with 100,875 compounds. Task: Binary Classification. Given a drug SMILES string, predict its activity (active/inactive) in a high-throughput screening assay against a specified biological target. (1) The drug is Brc1sc(S(=O)(=O)N2C(CCC2)C(=O)Nc2cc(SC)ccc2)cc1. The result is 0 (inactive). (2) The drug is O1c2c(NC(=O)C1)cc(cc2)C(=O)COC(=O)c1nc2c(cc1)cccc2. The result is 0 (inactive). (3) The compound is FC(F)(F)c1nc(N2CCCC2)ncc1c1n(nnn1)c1ccc(cc1)C. The result is 1 (active). (4) The compound is S(c1nc(nc2c1ccc(c2)C)c1ccc(F)cc1)CC(=O)NCc1occc1. The result is 0 (inactive).